Dataset: Full USPTO retrosynthesis dataset with 1.9M reactions from patents (1976-2016). Task: Predict the reactants needed to synthesize the given product. (1) Given the product [CH2:1]([O:3][C:4]1[CH:12]=[C:11]([N+:13]([O-:15])=[O:14])[CH:10]=[CH:9][C:5]=1[C:6]([O:8][CH3:17])=[O:7])[CH3:2], predict the reactants needed to synthesize it. The reactants are: [CH2:1]([O:3][C:4]1[CH:12]=[C:11]([N+:13]([O-:15])=[O:14])[CH:10]=[CH:9][C:5]=1[C:6]([OH:8])=[O:7])[CH3:2].O.[C:17]1(C)C=CC(S(O)(=O)=O)=CC=1. (2) Given the product [NH2:26][C:21]1[CH:22]=[CH:23][CH:24]=[CH:25][C:20]=1[NH:27][C:12]([C:8]1[N:9]=[CH:10][S:11][C:7]=1[N:6]([C:4](=[O:5])[C:3]1[C:15]([F:19])=[CH:16][CH:17]=[CH:18][C:2]=1[F:1])[CH2:28][C:36]1[CH:37]=[CH:32][C:33]([O:44][CH3:43])=[CH:34][CH:35]=1)=[O:14], predict the reactants needed to synthesize it. The reactants are: [F:1][C:2]1[CH:18]=[CH:17][CH:16]=[C:15]([F:19])[C:3]=1[C:4]([NH:6][C:7]1[S:11][CH:10]=[N:9][C:8]=1[C:12]([OH:14])=O)=[O:5].[C:20]1([NH2:27])[CH:25]=[CH:24][CH:23]=[CH:22][C:21]=1[NH2:26].[CH2:28](Cl)CCl.[CH:32]1[CH:33]=[CH:34][C:35]2N(O)N=N[C:36]=2[CH:37]=1.C[CH2:43][O:44]C(C)=O. (3) Given the product [F:37][CH:2]([F:1])[C:3]1[N:7]([C:8]2[N:13]=[C:12]([N:14]3[CH2:15][CH2:16][O:17][CH2:18][CH2:19]3)[N:11]=[C:10]([N:20]([CH:27]3[CH2:32][CH2:31][N:30]([S:39]([CH3:38])(=[O:41])=[O:40])[CH2:29][CH2:28]3)[CH2:21][CH2:22][CH2:23][N:24]([CH3:26])[CH3:25])[N:9]=2)[C:6]2[CH:33]=[CH:34][CH:35]=[CH:36][C:5]=2[N:4]=1, predict the reactants needed to synthesize it. The reactants are: [F:1][CH:2]([F:37])[C:3]1[N:7]([C:8]2[N:13]=[C:12]([N:14]3[CH2:19][CH2:18][O:17][CH2:16][CH2:15]3)[N:11]=[C:10]([N:20]([CH:27]3[CH2:32][CH2:31][NH:30][CH2:29][CH2:28]3)[CH2:21][CH2:22][CH2:23][N:24]([CH3:26])[CH3:25])[N:9]=2)[C:6]2[CH:33]=[CH:34][CH:35]=[CH:36][C:5]=2[N:4]=1.[CH3:38][S:39](Cl)(=[O:41])=[O:40]. (4) Given the product [CH3:32][N:27]1[C:28]2[C:24](=[C:23]([C:3]3[CH:4]=[CH:5][NH:1][N:2]=3)[CH:31]=[CH:30][CH:29]=2)[C:25]2([C:37]3[C:36](=[CH:44][C:40]4[O:41][CH2:42][CH2:10][O:43][C:39]=4[CH:38]=3)[O:35][CH2:34]2)[C:26]1=[O:33], predict the reactants needed to synthesize it. The reactants are: [NH:1]1[CH:5]=[CH:4][C:3](B(O)O)=[N:2]1.N1C2C(=CC=CC=2)C=C(B(O)O)[CH:10]=1.Br[C:23]1[CH:31]=[CH:30][CH:29]=[C:28]2[C:24]=1[C:25]1([C:37]3=[CH:38][C:39]4[O:43][CH2:42][O:41][C:40]=4[CH:44]=[C:36]3[O:35][CH2:34]1)[C:26](=[O:33])[N:27]2[CH3:32].